From a dataset of Full USPTO retrosynthesis dataset with 1.9M reactions from patents (1976-2016). Predict the reactants needed to synthesize the given product. Given the product [CH3:16][O:17][C:18](=[O:22])[CH2:19][CH2:20][NH:21][CH2:6][C:5]1[CH:8]=[CH:9][C:2]([Cl:1])=[CH:3][CH:4]=1, predict the reactants needed to synthesize it. The reactants are: [Cl:1][C:2]1[CH:9]=[CH:8][C:5]([CH:6]=O)=[CH:4][CH:3]=1.C([O-])(O)=O.[Na+].Cl.[CH3:16][O:17][C:18](=[O:22])[CH2:19][CH2:20][NH2:21].C(O[BH-](OC(=O)C)OC(=O)C)(=O)C.[Na+].